Binary Classification. Given a drug SMILES string, predict its activity (active/inactive) in a high-throughput screening assay against a specified biological target. From a dataset of Choline transporter screen with 302,306 compounds. (1) The compound is S(c1n(c2cc(OC)ccc2)c(nn1)c1occc1)CC(=O)NC. The result is 0 (inactive). (2) The compound is O(CC(=O)N1CCc2c(C1)cccc2)c1c(OCC)cc(cc1)C#N. The result is 0 (inactive). (3) The molecule is s1c2CCCc2c(c1NC(=O)c1nn(cc1[N+]([O-])=O)C)C#N. The result is 0 (inactive).